From a dataset of Reaction yield outcomes from USPTO patents with 853,638 reactions. Predict the reaction yield, written as a fraction of the theoretical maximum amount of product (1.0 means a 100% yield; for example, 0.34 means a 34% yield). The product is [CH3:31][O:30][C:19]1[CH:20]=[C:21]([N:24]2[CH2:29][CH2:28][O:27][CH2:26][CH2:25]2)[CH:22]=[CH:23][C:18]=1[C:16]1[O:17][C:13]([C:3]2[C:4]([C:7]3[CH:12]=[CH:11][CH:10]=[CH:9][CH:8]=3)=[N:5][O:6][C:2]=2[C:32]#[N:33])=[N:14][N:15]=1. The catalyst is CN(C=O)C. The yield is 0.840. The reactants are Cl[C:2]1[O:6][N:5]=[C:4]([C:7]2[CH:12]=[CH:11][CH:10]=[CH:9][CH:8]=2)[C:3]=1[C:13]1[O:17][C:16]([C:18]2[CH:23]=[CH:22][C:21]([N:24]3[CH2:29][CH2:28][O:27][CH2:26][CH2:25]3)=[CH:20][C:19]=2[O:30][CH3:31])=[N:15][N:14]=1.[C-:32]#[N:33].[Na+].O.